This data is from Forward reaction prediction with 1.9M reactions from USPTO patents (1976-2016). The task is: Predict the product of the given reaction. (1) Given the reactants [Br:1]Br.[CH:3]1([C:7]2[CH:16]=[CH:15][C:10]([C:11]([O:13][CH3:14])=[O:12])=[C:9]([O:17][CH2:18][CH3:19])[CH:8]=2)[CH2:6][CH2:5][CH2:4]1.C(O)(=O)C.C(=O)([O-])O.[Na+], predict the reaction product. The product is: [Br:1][C:16]1[C:7]([CH:3]2[CH2:4][CH2:5][CH2:6]2)=[CH:8][C:9]([O:17][CH2:18][CH3:19])=[C:10]([CH:15]=1)[C:11]([O:13][CH3:14])=[O:12]. (2) Given the reactants [I-].[CH3:2][S+](C)(C)=O.[H-].[Na+].[NH2:9][C:10]1[N:15]=[CH:14][N:13]=[C:12]2[N:16]([CH:34]3[CH2:39][CH2:38][N:37]([C:40]([O:42][C:43]([CH3:46])([CH3:45])[CH3:44])=[O:41])[CH2:36][CH2:35]3)[N:17]=[C:18]([C:19]3[CH:24]=[CH:23][C:22]([N:25]=[CH:26][C:27]4[CH:32]=[CH:31][CH:30]=[CH:29][C:28]=4[OH:33])=[CH:21][CH:20]=3)[C:11]=12, predict the reaction product. The product is: [NH2:9][C:10]1[N:15]=[CH:14][N:13]=[C:12]2[N:16]([CH:34]3[CH2:35][CH2:36][N:37]([C:40]([O:42][C:43]([CH3:46])([CH3:45])[CH3:44])=[O:41])[CH2:38][CH2:39]3)[N:17]=[C:18]([C:19]3[CH:20]=[CH:21][C:22]([NH:25][CH:26]4[CH2:2][O:33][C:28]5[CH:29]=[CH:30][CH:31]=[CH:32][C:27]4=5)=[CH:23][CH:24]=3)[C:11]=12. (3) Given the reactants Cl[C:2]1[N:7]=[C:6]([C:8]2[S:9][C:10]3[CH:16]=[C:15]([O:17][CH2:18][CH2:19][CH2:20][F:21])[CH:14]=[CH:13][C:11]=3[CH:12]=2)[CH:5]=[CH:4][N:3]=1.CO.[CH3:24][NH:25][CH3:26], predict the reaction product. The product is: [CH3:24][N:25]([C:2]1[N:7]=[C:6]([C:8]2[S:9][C:10]3[CH:16]=[C:15]([O:17][CH2:18][CH2:19][CH2:20][F:21])[CH:14]=[CH:13][C:11]=3[CH:12]=2)[CH:5]=[CH:4][N:3]=1)[CH3:26]. (4) Given the reactants [CH3:13][C:12]([O:11][C:9](O[C:9]([O:11][C:12]([CH3:15])([CH3:14])[CH3:13])=[O:10])=[O:10])([CH3:15])[CH3:14].Cl.[OH:17][C:18]1[CH:19]=[C:20]2[C:25](=[CH:26][CH:27]=1)[CH:24]([C:28]([O:30][CH2:31][CH3:32])=[O:29])[NH:23][CH2:22][CH2:21]2.C1COCC1, predict the reaction product. The product is: [OH:17][C:18]1[CH:19]=[C:20]2[C:25](=[CH:26][CH:27]=1)[CH:24]([C:28]([O:30][CH2:31][CH3:32])=[O:29])[N:23]([C:9]([O:11][C:12]([CH3:13])([CH3:14])[CH3:15])=[O:10])[CH2:22][CH2:21]2.